Task: Predict which catalyst facilitates the given reaction.. Dataset: Catalyst prediction with 721,799 reactions and 888 catalyst types from USPTO (1) Reactant: [F:1][C:2]1[CH:7]=[CH:6][C:5]([C:8]2([OH:27])[CH2:15][CH:14]3[CH:10]([CH2:11][CH:12]([NH:16][CH2:17][C:18]([N:20]4[CH2:24][CH2:23][CH2:22][CH:21]4[C:25]#[N:26])=[O:19])[CH2:13]3)[CH2:9]2)=[CH:4][CH:3]=1.[ClH:28]. Product: [ClH:28].[F:1][C:2]1[CH:3]=[CH:4][C:5]([C:8]2([OH:27])[CH2:15][CH:14]3[CH:10]([CH2:11][CH:12]([NH:16][CH2:17][C:18]([N:20]4[CH2:24][CH2:23][CH2:22][CH:21]4[C:25]#[N:26])=[O:19])[CH2:13]3)[CH2:9]2)=[CH:6][CH:7]=1. The catalyst class is: 28. (2) Reactant: [CH3:1][C:2]1([CH3:9])[O:6][CH:5]([CH2:7][OH:8])[CH2:4][O:3]1.C(N(CC)CC)C.[C:17]1([CH3:27])[CH:22]=[CH:21][C:20]([S:23](Cl)(=[O:25])=[O:24])=[CH:19][CH:18]=1. Product: [CH3:27][C:17]1[CH:22]=[CH:21][C:20]([S:23]([O:8][CH2:7][CH:5]2[CH2:4][O:3][C:2]([CH3:9])([CH3:1])[O:6]2)(=[O:25])=[O:24])=[CH:19][CH:18]=1. The catalyst class is: 112. (3) Reactant: [CH2:1]([C:3]1[C:4]([O:15]C)=[N:5][C:6]([CH3:14])=[C:7]([N:9]2[CH:13]=[CH:12][N:11]=[CH:10]2)[CH:8]=1)[CH3:2].[I-].[Na+].Cl[Si](C)(C)C.C(=O)(O)[O-].[Na+]. Product: [CH2:1]([C:3]1[C:4](=[O:15])[NH:5][C:6]([CH3:14])=[C:7]([N:9]2[CH:13]=[CH:12][N:11]=[CH:10]2)[CH:8]=1)[CH3:2]. The catalyst class is: 192.